The task is: Predict the reactants needed to synthesize the given product.. This data is from Full USPTO retrosynthesis dataset with 1.9M reactions from patents (1976-2016). Given the product [CH3:1][O:2][C:3]([C:5]1[CH:10]=[C:9]([N:20]2[CH2:25][CH2:24][CH2:23][CH2:22][CH2:21]2)[N:8]=[C:7]([Cl:12])[N:6]=1)=[O:4], predict the reactants needed to synthesize it. The reactants are: [CH3:1][O:2][C:3]([C:5]1[CH:10]=[C:9](Cl)[N:8]=[C:7]([Cl:12])[N:6]=1)=[O:4].C(N(CC)CC)C.[NH:20]1[CH2:25][CH2:24][CH2:23][CH2:22][CH2:21]1.